This data is from Ames mutagenicity test results for genotoxicity prediction. The task is: Regression/Classification. Given a drug SMILES string, predict its toxicity properties. Task type varies by dataset: regression for continuous values (e.g., LD50, hERG inhibition percentage) or binary classification for toxic/non-toxic outcomes (e.g., AMES mutagenicity, cardiotoxicity, hepatotoxicity). Dataset: ames. (1) The compound is Cc1ccc(N)c([N+](=O)[O-])c1. The result is 1 (mutagenic). (2) The compound is CN(N=O)C(=O)NC1C(O)OC(CO)C(O)C1O. The result is 1 (mutagenic).